This data is from Full USPTO retrosynthesis dataset with 1.9M reactions from patents (1976-2016). The task is: Predict the reactants needed to synthesize the given product. (1) The reactants are: Cl[C:2]1[CH:3]=[CH:4][C:5]2[N:6]([C:8]([C:11]3[CH:16]=[CH:15][CH:14]=[C:13]([O:17][C:18]([F:21])([F:20])[F:19])[CH:12]=3)=[CH:9][N:10]=2)[N:7]=1.Cl.[NH2:23][CH2:24][CH2:25][C:26]([CH3:29])([OH:28])[CH3:27].C([O-])(O)=O.[Na+]. Given the product [CH3:27][C:26]([OH:28])([CH2:25][CH2:24][NH:23][C:2]1[CH:3]=[CH:4][C:5]2[N:6]([C:8]([C:11]3[CH:16]=[CH:15][CH:14]=[C:13]([O:17][C:18]([F:21])([F:20])[F:19])[CH:12]=3)=[CH:9][N:10]=2)[N:7]=1)[CH3:29], predict the reactants needed to synthesize it. (2) Given the product [CH2:3]([N:10]1[CH2:15][CH2:14][CH:13]([OH:16])[C:12]([CH2:19][CH3:20])([CH2:17][CH3:18])[CH2:11]1)[C:4]1[CH:5]=[CH:6][CH:7]=[CH:8][CH:9]=1, predict the reactants needed to synthesize it. The reactants are: [BH4-].[Na+].[CH2:3]([N:10]1[CH2:15][CH2:14][C:13](=[O:16])[C:12]([CH2:19][CH3:20])([CH2:17][CH3:18])[CH2:11]1)[C:4]1[CH:9]=[CH:8][CH:7]=[CH:6][CH:5]=1. (3) Given the product [CH2:1]([N:8]([CH2:9][CH2:10][C:11]1[CH:16]=[CH:15][C:14]([O:17][CH3:18])=[C:13]([O:19][CH3:20])[CH:12]=1)[CH2:22][C:23]([NH2:25])=[O:24])[C:2]1[CH:7]=[CH:6][CH:5]=[CH:4][CH:3]=1, predict the reactants needed to synthesize it. The reactants are: [CH2:1]([NH:8][CH2:9][CH2:10][C:11]1[CH:16]=[CH:15][C:14]([O:17][CH3:18])=[C:13]([O:19][CH3:20])[CH:12]=1)[C:2]1[CH:7]=[CH:6][CH:5]=[CH:4][CH:3]=1.Br[CH2:22][C:23]([NH2:25])=[O:24].CCN(C(C)C)C(C)C. (4) Given the product [CH2:1]([O:8][C:9]1[CH:14]=[CH:13][CH:12]=[C:11]([OH:15])[C:10]=1[C:16](=[O:18])[CH:17]=[CH:19][C:21]1[CH:30]=[CH:29][C:24]([C:25]([OH:27])=[O:26])=[CH:23][CH:22]=1)[C:2]1[CH:3]=[CH:4][CH:5]=[CH:6][CH:7]=1, predict the reactants needed to synthesize it. The reactants are: [CH2:1]([O:8][C:9]1[CH:14]=[CH:13][CH:12]=[C:11]([OH:15])[C:10]=1[C:16](=[O:18])[CH3:17])[C:2]1[CH:7]=[CH:6][CH:5]=[CH:4][CH:3]=1.[CH:19]([C:21]1[CH:30]=[CH:29][C:24]([C:25]([O:27]C)=[O:26])=[CH:23][CH:22]=1)=O.[OH-].[K+].Cl. (5) Given the product [CH2:1]([N:8]([CH2:22][CH3:23])[C@@H:9]1[C@@H:13]([OH:14])[CH2:12][N:11]([C:15]([O:17][C:18]([CH3:21])([CH3:20])[CH3:19])=[O:16])[CH2:10]1)[C:2]1[CH:3]=[CH:4][CH:5]=[CH:6][CH:7]=1, predict the reactants needed to synthesize it. The reactants are: [CH2:1]([NH:8][C@@H:9]1[C@@H:13]([OH:14])[CH2:12][N:11]([C:15]([O:17][C:18]([CH3:21])([CH3:20])[CH3:19])=[O:16])[CH2:10]1)[C:2]1[CH:7]=[CH:6][CH:5]=[CH:4][CH:3]=1.[CH:22](=O)[CH3:23].C=O. (6) The reactants are: [CH3:1][C:2]1[N:21]=[CH:20][CH:19]=[CH:18][C:3]=1[C:4]([NH:6][C:7]1[CH:12]=[CH:11][C:10]([CH2:13][C:14]([O:16][CH3:17])=[O:15])=[CH:9][CH:8]=1)=O.COC1C=CC(P2(SP(C3C=CC(OC)=CC=3)(=S)S2)=[S:31])=CC=1. Given the product [CH3:1][C:2]1[C:3]([C:4](=[S:31])[NH:6][C:7]2[CH:12]=[CH:11][C:10]([CH2:13][C:14]([O:16][CH3:17])=[O:15])=[CH:9][CH:8]=2)=[CH:18][CH:19]=[CH:20][N:21]=1, predict the reactants needed to synthesize it. (7) The reactants are: [OH:1][C@H:2]1[CH2:6][N:5]([C:7]([O:9][CH2:10][C:11]2[CH:16]=[CH:15][CH:14]=[CH:13][CH:12]=2)=[O:8])[C@H:4]([C:17]([O:19][CH2:20][CH3:21])=[O:18])[CH2:3]1.[O:22]1[CH:27]=[CH:26][CH2:25][CH2:24][CH2:23]1.C1(C)C=CC(S([O-])(=O)=O)=CC=1.[NH+]1C=CC=CC=1.C(=O)(O)[O-].[Na+]. Given the product [O:22]1[CH2:27][CH2:26][CH2:25][CH2:24][CH:23]1[O:1][C@H:2]1[CH2:6][N:5]([C:7]([O:9][CH2:10][C:11]2[CH:12]=[CH:13][CH:14]=[CH:15][CH:16]=2)=[O:8])[C@H:4]([C:17]([O:19][CH2:20][CH3:21])=[O:18])[CH2:3]1, predict the reactants needed to synthesize it.